This data is from Full USPTO retrosynthesis dataset with 1.9M reactions from patents (1976-2016). The task is: Predict the reactants needed to synthesize the given product. (1) Given the product [Cl:17][C:14]1[CH:15]=[CH:16][C:11]([NH:10][C:8]([C:3]2[C:4]([CH3:7])=[N:5][S:6][C:2]=2[NH:1][C:20]2[CH:25]=[N:24][CH:23]=[C:22]([N:26]3[CH:30]=[CH:29][CH:28]=[N:27]3)[N:21]=2)=[O:9])=[CH:12][C:13]=1[F:18], predict the reactants needed to synthesize it. The reactants are: [NH2:1][C:2]1[S:6][N:5]=[C:4]([CH3:7])[C:3]=1[C:8]([NH:10][C:11]1[CH:16]=[CH:15][C:14]([Cl:17])=[C:13]([F:18])[CH:12]=1)=[O:9].Cl[C:20]1[CH:25]=[N:24][CH:23]=[C:22]([N:26]2[CH:30]=[CH:29][CH:28]=[N:27]2)[N:21]=1.C(=O)([O-])[O-].[Cs+].[Cs+].CC1(C)C2C(=C(P(C3C=CC=CC=3)C3C=CC=CC=3)C=CC=2)OC2C(P(C3C=CC=CC=3)C3C=CC=CC=3)=CC=CC1=2. (2) Given the product [NH2:15][C:4]1[CH:5]=[C:6]2[C:11](=[C:2]([Br:1])[CH:3]=1)[N:10]=[CH:9][C:8]([C:12]#[N:13])=[C:7]2[NH:22][C:21]1[CH:23]=[CH:24][C:25]([F:26])=[C:19]([Cl:18])[CH:20]=1, predict the reactants needed to synthesize it. The reactants are: [Br:1][C:2]1[CH:3]=[C:4]([N+:15]([O-])=O)[CH:5]=[C:6]2[C:11]=1[N:10]=[CH:9][C:8]([C:12]#[N:13])=[C:7]2Cl.[Cl:18][C:19]1[CH:20]=[C:21]([CH:23]=[CH:24][C:25]=1[F:26])[NH2:22].O.O.[Sn](Cl)(Cl)(Cl)Cl.